Predict which catalyst facilitates the given reaction. From a dataset of Catalyst prediction with 721,799 reactions and 888 catalyst types from USPTO. (1) Reactant: [CH3:1][O:2][C:3](=[O:27])[C:4]1[CH:9]=[C:8]([N:10]2[CH2:14][CH2:13][CH2:12][C:11]2=[O:15])[CH:7]=[C:6]([NH:16][C:17]([O:19][CH2:20][C:21]2[CH:26]=[CH:25][CH:24]=[CH:23][CH:22]=2)=[O:18])[CH:5]=1.[CH2:28](Br)[CH:29]=[CH2:30].C(=O)([O-])[O-].[K+].[K+]. Product: [CH3:1][O:2][C:3](=[O:27])[C:4]1[CH:9]=[C:8]([N:10]2[CH2:14][CH2:13][CH2:12][C:11]2=[O:15])[CH:7]=[C:6]([N:16]([CH2:30][CH:29]=[CH2:28])[C:17]([O:19][CH2:20][C:21]2[CH:26]=[CH:25][CH:24]=[CH:23][CH:22]=2)=[O:18])[CH:5]=1. The catalyst class is: 18. (2) Reactant: [NH2:1][C:2]1[C:7]([F:8])=[CH:6][C:5]([F:9])=[C:4]([F:10])[C:3]=1[NH2:11].C(O[C:15]([CH:17]([CH3:23])[C:18]([O:20][CH2:21][CH3:22])=[O:19])=N)C. Product: [F:8][C:7]1[C:2]2[N:1]=[C:15]([CH:17]([CH3:23])[C:18]([O:20][CH2:21][CH3:22])=[O:19])[NH:11][C:3]=2[C:4]([F:10])=[C:5]([F:9])[CH:6]=1. The catalyst class is: 8. (3) Reactant: [CH:1]([Mg]Cl)([CH3:3])[CH3:2].[F:6][C:7]([F:14])([F:13])[C:8]([O:10][CH2:11][CH3:12])=O.ClCC(Cl)=[O:18].[ClH:20]. Product: [Cl:20][CH2:12][C:11]([O:10][CH:8]([CH:1]([CH3:3])[CH3:2])[C:7]([F:14])([F:13])[F:6])=[O:18]. The catalyst class is: 7.